From a dataset of NCI-60 drug combinations with 297,098 pairs across 59 cell lines. Regression. Given two drug SMILES strings and cell line genomic features, predict the synergy score measuring deviation from expected non-interaction effect. (1) Cell line: SNB-19. Synergy scores: CSS=-4.65, Synergy_ZIP=2.18, Synergy_Bliss=1.32, Synergy_Loewe=-4.10, Synergy_HSA=-0.465. Drug 2: CN(C)C1=NC(=NC(=N1)N(C)C)N(C)C. Drug 1: CNC(=O)C1=CC=CC=C1SC2=CC3=C(C=C2)C(=NN3)C=CC4=CC=CC=N4. (2) Drug 1: CC1OCC2C(O1)C(C(C(O2)OC3C4COC(=O)C4C(C5=CC6=C(C=C35)OCO6)C7=CC(=C(C(=C7)OC)O)OC)O)O. Drug 2: C1CNP(=O)(OC1)N(CCCl)CCCl. Cell line: MDA-MB-231. Synergy scores: CSS=24.6, Synergy_ZIP=-2.92, Synergy_Bliss=0.408, Synergy_Loewe=-18.1, Synergy_HSA=0.0654. (3) Drug 1: CCN(CC)CCNC(=O)C1=C(NC(=C1C)C=C2C3=C(C=CC(=C3)F)NC2=O)C. Drug 2: CNC(=O)C1=NC=CC(=C1)OC2=CC=C(C=C2)NC(=O)NC3=CC(=C(C=C3)Cl)C(F)(F)F. Cell line: M14. Synergy scores: CSS=18.7, Synergy_ZIP=-8.07, Synergy_Bliss=-2.63, Synergy_Loewe=-12.4, Synergy_HSA=-3.24. (4) Drug 1: CCC1(CC2CC(C3=C(CCN(C2)C1)C4=CC=CC=C4N3)(C5=C(C=C6C(=C5)C78CCN9C7C(C=CC9)(C(C(C8N6C=O)(C(=O)OC)O)OC(=O)C)CC)OC)C(=O)OC)O.OS(=O)(=O)O. Drug 2: C1CN(CCN1C(=O)CCBr)C(=O)CCBr. Cell line: NCIH23. Synergy scores: CSS=30.5, Synergy_ZIP=-1.30, Synergy_Bliss=1.63, Synergy_Loewe=1.58, Synergy_HSA=1.53. (5) Drug 1: C1CC(=O)NC(=O)C1N2CC3=C(C2=O)C=CC=C3N. Drug 2: N.N.Cl[Pt+2]Cl. Cell line: SK-OV-3. Synergy scores: CSS=1.16, Synergy_ZIP=-1.64, Synergy_Bliss=-3.97, Synergy_Loewe=-3.18, Synergy_HSA=-2.95. (6) Drug 1: CC1=C(C(=CC=C1)Cl)NC(=O)C2=CN=C(S2)NC3=CC(=NC(=N3)C)N4CCN(CC4)CCO. Drug 2: C1C(C(OC1N2C=NC3=C2NC=NCC3O)CO)O. Cell line: UACC62. Synergy scores: CSS=1.44, Synergy_ZIP=-1.91, Synergy_Bliss=-0.803, Synergy_Loewe=-1.12, Synergy_HSA=-0.726. (7) Drug 1: CC(C)(C#N)C1=CC(=CC(=C1)CN2C=NC=N2)C(C)(C)C#N. Drug 2: C1C(C(OC1N2C=NC(=NC2=O)N)CO)O. Cell line: EKVX. Synergy scores: CSS=2.50, Synergy_ZIP=-2.49, Synergy_Bliss=-3.65, Synergy_Loewe=-3.07, Synergy_HSA=-2.75.